This data is from Forward reaction prediction with 1.9M reactions from USPTO patents (1976-2016). The task is: Predict the product of the given reaction. (1) Given the reactants [F:1][C:2]1[CH:7]=[C:6]([O:8][CH2:9][C@H:10]2[CH2:15][CH2:14][C@H:13]([O:16]C3CCCCO3)[CH2:12][CH2:11]2)[CH:5]=[CH:4][C:3]=1[C:23]1[CH:28]=[CH:27][N:26]([CH2:29][CH2:30][C@@:31]([CH3:46])([S:42]([CH3:45])(=[O:44])=[O:43])[C:32]([NH:34][O:35]C2CCCCO2)=[O:33])[C:25](=[O:47])[CH:24]=1.ONC(=O)[C@](C)(S(C)(=O)=O)CCN1C=CC(C2C=CC(OC[C@H]3CC[C@@H](O)CC3)=CC=2)=CC1=O, predict the reaction product. The product is: [F:1][C:2]1[CH:7]=[C:6]([O:8][CH2:9][C@H:10]2[CH2:15][CH2:14][C@H:13]([OH:16])[CH2:12][CH2:11]2)[CH:5]=[CH:4][C:3]=1[C:23]1[CH:28]=[CH:27][N:26]([CH2:29][CH2:30][C@@:31]([CH3:46])([S:42]([CH3:45])(=[O:43])=[O:44])[C:32]([NH:34][OH:35])=[O:33])[C:25](=[O:47])[CH:24]=1. (2) Given the reactants [C:1]1([C:7]2[CH:8]=[N:9][N:10]([CH2:12][CH2:13][C@@:14]([CH3:24])([S:20]([CH3:23])(=[O:22])=[O:21])[C:15]([O:17]CC)=[O:16])[CH:11]=2)[CH2:6][CH2:5][CH2:4][CH2:3][CH:2]=1.[Li+].[OH-], predict the reaction product. The product is: [C:1]1([C:7]2[CH:8]=[N:9][N:10]([CH2:12][CH2:13][C@@:14]([CH3:24])([S:20]([CH3:23])(=[O:21])=[O:22])[C:15]([OH:17])=[O:16])[CH:11]=2)[CH2:6][CH2:5][CH2:4][CH2:3][CH:2]=1. (3) Given the reactants [F:1][C:2]([F:19])([F:18])[C:3]1[CH:8]=[CH:7][C:6]([C:9]2[C:10]([C:15](Cl)=[O:16])=[CH:11][CH:12]=[CH:13][CH:14]=2)=[CH:5][CH:4]=1.[C:20]([C:22]1[CH:28]=[CH:27][C:25]([NH2:26])=[CH:24][CH:23]=1)#[CH:21].C(N(CC)CC)C.C(OCC)(=O)C, predict the reaction product. The product is: [C:20]([C:22]1[CH:28]=[CH:27][C:25]([NH:26][C:15]([C:10]2[C:9]([C:6]3[CH:7]=[CH:8][C:3]([C:2]([F:19])([F:18])[F:1])=[CH:4][CH:5]=3)=[CH:14][CH:13]=[CH:12][CH:11]=2)=[O:16])=[CH:24][CH:23]=1)#[CH:21]. (4) Given the reactants [Br:1][CH2:2][CH2:3][OH:4].B(F)(F)F.CCOCC.[Cl:14][CH2:15][C@H:16]1[CH2:18][O:17]1, predict the reaction product. The product is: [Br:1][CH2:2][CH2:3][O:4][CH2:18][C@@H:16]([OH:17])[CH2:15][Cl:14].